Task: Predict which catalyst facilitates the given reaction.. Dataset: Catalyst prediction with 721,799 reactions and 888 catalyst types from USPTO (1) Reactant: [CH3:1][O:2][C:3]1[CH:4]=[CH:5][C:6]2[O:11][CH2:10][CH2:9][NH:8][C:7]=2[CH:12]=1.[Cl:13][C:14]1[CH:15]=[C:16]([CH:20]=[C:21]([Cl:24])[C:22]=1[OH:23])[C:17](Cl)=[O:18]. Product: [Cl:13][C:14]1[CH:15]=[C:16]([C:17]([N:8]2[C:7]3[CH:12]=[C:3]([O:2][CH3:1])[CH:4]=[CH:5][C:6]=3[O:11][CH2:10][CH2:9]2)=[O:18])[CH:20]=[C:21]([Cl:24])[C:22]=1[OH:23]. The catalyst class is: 13. (2) Reactant: [CH3:1][O:2][C:3](=[O:14])[CH2:4][C:5]1[CH:13]=[CH:12][C:8]([C:9]([OH:11])=[O:10])=[CH:7][CH:6]=1.[CH3:15][C:16](=[CH2:18])[CH3:17].S(=O)(=O)(O)O. Product: [CH3:1][O:2][C:3](=[O:14])[CH2:4][C:5]1[CH:13]=[CH:12][C:8]([C:9]([O:11][C:16]([CH3:18])([CH3:17])[CH3:15])=[O:10])=[CH:7][CH:6]=1. The catalyst class is: 2. (3) The catalyst class is: 17. Reactant: [CH2:1]([C:3]1[S:12][C:11]2[NH:10][C:9]3[CH:13]=[CH:14][CH:15]=[CH:16][C:8]=3[NH:7][C:6](=S)[C:5]=2[N:4]=1)[CH3:2].F[C:19]([F:26])(F)S(OC)(=O)=O.F[C:28]1[CH:29]=[C:30]([C@H:34]2[CH2:39][NH:38][CH2:37][CH2:36][NH:35]2)[CH:31]=[CH:32][CH:33]=1.[CH2:40](Cl)Cl. Product: [CH2:1]([C:3]1[S:12][C:11]2[NH:10][C:9]3[CH:13]=[CH:14][CH:15]=[CH:16][C:8]=3[N:7]=[C:6]([N:38]3[CH2:37][CH2:36][NH:35][C@@H:34]([CH2:30][CH2:29][C:28]4[CH:33]=[CH:32][CH:31]=[C:19]([F:26])[CH:40]=4)[CH2:39]3)[C:5]=2[N:4]=1)[CH3:2]. (4) Reactant: [Cl:1][C:2]1[CH:3]=[CH:4][C:5]([C:39]#[N:40])=[C:6]([C:8]2[C:13]([O:14][CH3:15])=[CH:12][N:11]([CH:16]([CH2:31][CH:32]3[CH2:37][CH2:36][O:35][CH2:34][CH2:33]3)[C:17]([NH:19][C:20]3[CH:30]=[CH:29][CH:28]=[CH:27][C:21]=3C(OCC)=O)=[O:18])[C:10](=[O:38])[CH:9]=2)[CH:7]=1.[C:41](=[O:44])([O-])[O-:42].[Cs+].[Cs+]. Product: [Cl:1][C:2]1[CH:3]=[CH:4][C:5]([C:39]#[N:40])=[C:6]([C:8]2[C:13]([O:14][CH3:15])=[CH:12][N:11]([CH:16]([CH2:31][CH:32]3[CH2:37][CH2:36][O:35][CH2:34][CH2:33]3)[C:17]([NH:19][C:20]3[CH:30]=[CH:29][C:28]([C:41]([OH:42])=[O:44])=[CH:27][CH:21]=3)=[O:18])[C:10](=[O:38])[CH:9]=2)[CH:7]=1. The catalyst class is: 24. (5) Reactant: [Cl:1][C:2]1[N:7]=[C:6]([SH:8])[CH:5]=[CH:4][CH:3]=1.C([O-])([O-])=O.[Cs+].[Cs+].I[CH2:16][CH2:17][CH3:18]. Product: [Cl:1][C:2]1[CH:3]=[CH:4][CH:5]=[C:6]([S:8][CH2:16][CH2:17][CH3:18])[N:7]=1. The catalyst class is: 3. (6) Reactant: C(N(S(F)(F)[F:7])CC)C.[CH3:10][C:11]([C:21]1[CH:26]=[CH:25][N:24]2[C:27]([C:30]3[CH:35]=[CH:34][N:33]=[C:32]([C:36](O)([CH3:38])[CH3:37])[N:31]=3)=[CH:28][N:29]=[C:23]2[N:22]=1)([O:13][Si:14]([CH2:19][CH3:20])([CH2:17][CH3:18])[CH2:15][CH3:16])[CH3:12].O.C([O-])(O)=O.[Na+]. Product: [F:7][C:36]([C:32]1[N:31]=[C:30]([C:27]2[N:24]3[CH:25]=[CH:26][C:21]([C:11]([CH3:12])([O:13][Si:14]([CH2:19][CH3:20])([CH2:17][CH3:18])[CH2:15][CH3:16])[CH3:10])=[N:22][C:23]3=[N:29][CH:28]=2)[CH:35]=[CH:34][N:33]=1)([CH3:38])[CH3:37]. The catalyst class is: 26. (7) Reactant: [CH3:1][N:2]1[C:11](=[O:12])[C:10]2[N:9]([CH2:13][C:14]3[CH:19]=[CH:18][CH:17]=[CH:16][C:15]=3[C:20]#[N:21])[CH:8]=[N:7][C:6]=2[N:5]([CH2:22][O:23][CH2:24][CH2:25][Si:26]([CH3:29])([CH3:28])[CH3:27])[C:3]1=[O:4].[Cl:30]N1C(=O)CCC1=O. Product: [CH3:1][N:2]1[C:11](=[O:12])[C:10]2[N:9]([CH2:13][C:14]3[CH:19]=[CH:18][CH:17]=[CH:16][C:15]=3[C:20]#[N:21])[C:8]([Cl:30])=[N:7][C:6]=2[N:5]([CH2:22][O:23][CH2:24][CH2:25][Si:26]([CH3:28])([CH3:27])[CH3:29])[C:3]1=[O:4]. The catalyst class is: 68.